Dataset: Reaction yield outcomes from USPTO patents with 853,638 reactions. Task: Predict the reaction yield, written as a fraction of the theoretical maximum amount of product (1.0 means a 100% yield; for example, 0.34 means a 34% yield). (1) The reactants are [N+:1]([C:4]1[CH:5]=[C:6]2[C:10](=[CH:11][CH:12]=1)[NH:9][CH2:8][CH2:7]2)([O-:3])=[O:2].[H-].[Na+].Br[CH2:16][CH2:17][O:18][CH3:19]. The catalyst is CN(C=O)C. The product is [CH3:19][O:18][CH2:17][CH2:16][N:9]1[C:10]2[C:6](=[CH:5][C:4]([N+:1]([O-:3])=[O:2])=[CH:12][CH:11]=2)[CH2:7][CH2:8]1. The yield is 0.940. (2) The reactants are Br[C:2]1[CH:7]=[CH:6][N:5]=[C:4]([NH:8][CH2:9][CH:10]([OH:22])[CH2:11][N:12]2[CH2:21][CH2:20][C:19]3[C:14](=[CH:15][CH:16]=[CH:17][CH:18]=3)[CH2:13]2)[CH:3]=1.[CH3:23][N:24]1[C:28]2[CH:29]=[C:30](B3OC(C)(C)C(C)(C)O3)[CH:31]=[CH:32][C:27]=2[N:26]=[CH:25]1.C([O-])([O-])=O.[Na+].[Na+].O. The catalyst is O1CCOCC1.O.C1C=CC(P(C2C=CC=CC=2)[C-]2C=CC=C2)=CC=1.C1C=CC(P(C2C=CC=CC=2)[C-]2C=CC=C2)=CC=1.Cl[Pd]Cl.[Fe+2]. The product is [CH2:13]1[C:14]2[C:19](=[CH:18][CH:17]=[CH:16][CH:15]=2)[CH2:20][CH2:21][N:12]1[CH2:11][CH:10]([OH:22])[CH2:9][NH:8][C:4]1[CH:3]=[C:2]([C:30]2[CH:31]=[CH:32][C:27]3[N:26]=[CH:25][N:24]([CH3:23])[C:28]=3[CH:29]=2)[CH:7]=[CH:6][N:5]=1. The yield is 0.160. (3) The reactants are COC1C=CC(P2(=S)SP(=S)(C3C=CC(OC)=CC=3)[S:10]2)=CC=1.[C:23]([C:27]1[CH:67]=[CH:66][C:30]([C:31]([NH:33][C@@H:34]([CH2:39][C:40]2[CH:45]=[CH:44][C:43]([C:46]([NH:48][NH:49][C:50](=O)[C:51]3[CH:56]=[CH:55][C:54]([O:57][CH2:58][CH2:59][CH2:60][CH2:61][CH2:62][CH2:63][CH3:64])=[CH:53][CH:52]=3)=O)=[CH:42][CH:41]=2)[C:35]([O:37][CH3:38])=[O:36])=[O:32])=[CH:29][CH:28]=1)([CH3:26])([CH3:25])[CH3:24]. The catalyst is C1COCC1. The product is [C:23]([C:27]1[CH:67]=[CH:66][C:30]([C:31]([NH:33][C@@H:34]([CH2:39][C:40]2[CH:45]=[CH:44][C:43]([C:46]3[S:10][C:50]([C:51]4[CH:56]=[CH:55][C:54]([O:57][CH2:58][CH2:59][CH2:60][CH2:61][CH2:62][CH2:63][CH3:64])=[CH:53][CH:52]=4)=[N:49][N:48]=3)=[CH:42][CH:41]=2)[C:35]([O:37][CH3:38])=[O:36])=[O:32])=[CH:29][CH:28]=1)([CH3:26])([CH3:25])[CH3:24]. The yield is 0.290. (4) The catalyst is C1COCC1. The product is [C:3]([C:7]([C:10]([C:13]([C:16]([CH2:19][O:20][C:7]([C:10]([OH:24])=[O:21])([C:3]([F:6])([F:5])[F:4])[F:8])([F:17])[F:18])([F:15])[F:14])([F:12])[F:11])([F:9])[F:8])([F:6])([F:5])[F:4]. The reactants are [H-].[Na+].[C:3]([C:7]([C:10]([C:13]([C:16]([CH2:19][OH:20])([F:18])[F:17])([F:15])[F:14])([F:12])[F:11])([F:9])[F:8])([F:6])([F:5])[F:4].[OH-:21].[Na+].Cl.[OH2:24]. The yield is 0.660. (5) The reactants are [CH3:1][C:2](CC(O)=O)=[O:3].[CH3:8][O:9][C:10]1[CH:15]=[CH:14][C:13]([C:16]2[C:28]3[C:29]4[C:34]([O:35][C:36](=[O:37])[C:27]=3[N:26]3[C:17]=2[C:18]2[C:23]([CH2:24][CH2:25]3)=[C:22]([O:41][CH3:42])[C:21]([O:43][CH3:44])=[C:20]([O:45][CH3:46])[CH:19]=2)=[CH:33][C:32]([OH:38])=[C:31]([O:39][CH3:40])[CH:30]=4)=[CH:12][C:11]=1[OH:47].[C:48](OC(=O)C)(=[O:50])[CH3:49]. The catalyst is N1C=CC=CC=1.CN(C1C=CN=CC=1)C.C(OCC)(=O)C. The product is [CH3:1][C:2]([O:47][C:11]1[CH:12]=[C:13]([C:16]2[C:28]3[C:29]4[C:34]([O:35][C:36](=[O:37])[C:27]=3[N:26]3[C:17]=2[C:18]2[C:23]([CH2:24][CH2:25]3)=[C:22]([O:41][CH3:42])[C:21]([O:43][CH3:44])=[C:20]([O:45][CH3:46])[CH:19]=2)=[CH:33][C:32]([O:38][C:48]([CH3:49])=[O:50])=[C:31]([O:39][CH3:40])[CH:30]=4)[CH:14]=[CH:15][C:10]=1[O:9][CH3:8])=[O:3]. The yield is 0.830. (6) The reactants are Cl.CN(C)CCCN=C=NCC.[C:13]1([S:23]([NH2:26])(=[O:25])=[O:24])[C:14]([S:19]([NH2:22])(=[O:21])=[O:20])=[CH:15][CH:16]=[CH:17][CH:18]=1.[I:27][C:28]1[CH:36]=[CH:35][C:31]([C:32](O)=[O:33])=[CH:30][CH:29]=1.O. The catalyst is CN(C)C1C=CN=CC=1.CN(C)C=O.C(OCC)(=O)C. The product is [I:27][C:28]1[CH:36]=[CH:35][C:31]([C:32]([NH:22][S:19]([C:14]2[CH:15]=[CH:16][CH:17]=[CH:18][C:13]=2[S:23](=[O:25])(=[O:24])[NH2:26])(=[O:21])=[O:20])=[O:33])=[CH:30][CH:29]=1. The yield is 0.920. (7) The reactants are [F:1][C:2]1[CH:7]=[C:6]([F:8])[CH:5]=[CH:4][C:3]=1[N:9]1[N:17]=[C:16]([NH2:18])[C:15]2[CH:14]3[CH2:19][CH:11]([CH2:12][CH2:13]3)[C:10]1=2.C([O-])([O-])=O.[K+].[K+].[CH2:26](Br)[C:27]1[CH:32]=[CH:31][CH:30]=[CH:29][CH:28]=1.O. The catalyst is CN(C=O)C. The product is [CH2:26]([N:18]([CH2:19][C:11]1[CH:12]=[CH:13][CH:14]=[CH:15][CH:10]=1)[C:16]1[C:15]2[CH:14]3[CH2:19][CH:11]([CH2:12][CH2:13]3)[C:10]=2[N:9]([C:3]2[CH:4]=[CH:5][C:6]([F:8])=[CH:7][C:2]=2[F:1])[N:17]=1)[C:27]1[CH:32]=[CH:31][CH:30]=[CH:29][CH:28]=1. The yield is 0.490.